From a dataset of Full USPTO retrosynthesis dataset with 1.9M reactions from patents (1976-2016). Predict the reactants needed to synthesize the given product. (1) Given the product [CH2:7]1[C:6]2[C:10](=[CH:11][C:12]3[CH2:1][CH:2]=[CH:3][C:4]=3[CH:5]=2)[CH2:9][CH2:8]1, predict the reactants needed to synthesize it. The reactants are: [C:1]1(=O)[C:12]2[C:4](=[CH:5][C:6]3[CH2:7][CH2:8][CH2:9][C:10]=3[CH:11]=2)[CH2:3][CH2:2]1.C([Li])CCC.CCCCCC.[NH4+].[Cl-]. (2) Given the product [CH:11]1([C:10]2[C:9]3[C:4]([N:3]4[C:2]=2[C:24]2[CH:25]=[CH:26][CH:27]=[CH:28][C:23]=2[S:22][CH2:21]4)=[CH:5][C:6]([C:17]([O:19][CH3:20])=[O:18])=[CH:7][CH:8]=3)[CH2:16][CH2:15][CH2:14][CH2:13][CH2:12]1, predict the reactants needed to synthesize it. The reactants are: Br[C:2]1[N:3]([CH2:21][S:22][C:23]2[CH:28]=[CH:27][CH:26]=[CH:25][CH:24]=2)[C:4]2[C:9]([C:10]=1[CH:11]1[CH2:16][CH2:15][CH2:14][CH2:13][CH2:12]1)=[CH:8][CH:7]=[C:6]([C:17]([O:19][CH3:20])=[O:18])[CH:5]=2.C([O-])(=O)C.[K+].Cl. (3) The reactants are: Br[C:2]1[CH:23]=[CH:22][C:5]([C:6]([NH:8][S:9]([C:12]2[CH:17]=[CH:16][CH:15]=[CH:14][C:13]=2[S:18](=[O:21])(=[O:20])[NH2:19])(=[O:11])=[O:10])=[O:7])=[C:4]([F:24])[C:3]=1[O:25][CH3:26].[C:27]([CH:29]1[CH2:33][CH2:32][CH2:31][CH2:30]1)#[CH:28]. Given the product [CH:29]1([C:27]#[C:28][C:2]2[CH:23]=[CH:22][C:5]([C:6]([NH:8][S:9]([C:12]3[CH:17]=[CH:16][CH:15]=[CH:14][C:13]=3[S:18](=[O:21])(=[O:20])[NH2:19])(=[O:11])=[O:10])=[O:7])=[C:4]([F:24])[C:3]=2[O:25][CH3:26])[CH2:33][CH2:32][CH2:31][CH2:30]1, predict the reactants needed to synthesize it. (4) Given the product [C:28]([O:27][C:25]([NH:24][C@H:11]([C:12]([N:14]([C:16]1[CH:17]=[CH:18][C:19]([O:22][CH3:23])=[CH:20][CH:21]=1)[CH3:15])=[O:13])[CH2:10][C:6]1[CH:5]=[C:4]([S:3][CH2:53][C:39]2[NH:38][C:46]3[C:41]([C:40]=2[CH2:47][C:48]([O:50][CH2:51][CH3:52])=[O:49])=[CH:42][CH:43]=[CH:44][CH:45]=3)[CH:9]=[CH:8][CH:7]=1)=[O:26])([CH3:30])([CH3:31])[CH3:29], predict the reactants needed to synthesize it. The reactants are: C(=O)([S:3][C:4]1[CH:9]=[CH:8][CH:7]=[C:6]([CH2:10][C@H:11]([NH:24][C:25]([O:27][C:28]([CH3:31])([CH3:30])[CH3:29])=[O:26])[C:12]([N:14]([C:16]2[CH:21]=[CH:20][C:19]([O:22][CH3:23])=[CH:18][CH:17]=2)[CH3:15])=[O:13])[CH:5]=1)C.[OH-].[K+].C([N:38]1[C:46]2[C:41](=[CH:42][CH:43]=[CH:44][CH:45]=2)[C:40]([CH2:47][C:48]([O:50][CH2:51][CH3:52])=[O:49])=[C:39]1[CH2:53]Br)(=O)C.Cl. (5) Given the product [NH2:1][C:2]1[C:10]2[C:9]([C:11]3[CH:16]=[CH:15][CH:14]=[C:13]([O:17][CH3:18])[C:12]=3[F:19])=[N:8][C:7]([NH:26][C:27]([CH3:31])([CH3:30])[CH2:28][OH:29])=[N:6][C:5]=2[S:4][C:3]=1[C:23]([NH2:25])=[O:24], predict the reactants needed to synthesize it. The reactants are: [NH2:1][C:2]1[C:10]2[C:9]([C:11]3[CH:16]=[CH:15][CH:14]=[C:13]([O:17][CH3:18])[C:12]=3[F:19])=[N:8][C:7](S(C)=O)=[N:6][C:5]=2[S:4][C:3]=1[C:23]([NH2:25])=[O:24].[NH2:26][C:27]([CH3:31])([CH3:30])[CH2:28][OH:29].O. (6) Given the product [Br:41][C:42]1[CH:43]=[CH:44][C:45]2[C:51]3[S:52][C:53]([C:55]([N:57]([C:59]4[CH:60]=[C:61]([C:62]([N:5]5[CH2:6][C:3]([F:7])([F:2])[CH2:4]5)=[O:63])[CH:65]=[CH:66][C:67]=4[Cl:68])[CH3:58])=[O:56])=[CH:54][C:50]=3[CH2:49][CH2:48][O:47][C:46]=2[CH:69]=1, predict the reactants needed to synthesize it. The reactants are: Cl.[F:2][C:3]1([F:7])[CH2:6][NH:5][CH2:4]1.CCN(C(C)C)C(C)C.CN(C(ON1N=NC2C=CC=NC1=2)=[N+](C)C)C.F[P-](F)(F)(F)(F)F.[Br:41][C:42]1[CH:43]=[CH:44][C:45]2[C:51]3[S:52][C:53]([C:55]([N:57]([C:59]4[CH:60]=[C:61]([CH:65]=[CH:66][C:67]=4[Cl:68])[C:62](O)=[O:63])[CH3:58])=[O:56])=[CH:54][C:50]=3[CH2:49][CH2:48][O:47][C:46]=2[CH:69]=1. (7) Given the product [CH3:20][O:19][C:17](=[O:18])[NH:5][C:4]1[CH:6]=[CH:7][C:8]([O:9][CH3:10])=[C:2]([F:1])[CH:3]=1, predict the reactants needed to synthesize it. The reactants are: [F:1][C:2]1[CH:3]=[C:4]([CH:6]=[CH:7][C:8]=1[O:9][CH3:10])[NH2:5].C([O-])(O)=O.[Na+].Cl[C:17]([O:19][CH3:20])=[O:18]. (8) Given the product [CH2:13]([C:15]1[C:20]([OH:21])=[CH:19][C:18]([OH:26])=[C:17]([C:31]2[CH:36]=[CH:35][CH:34]=[C:33]([C:37]3[CH:42]=[CH:41][CH:40]=[CH:39][CH:38]=3)[CH:32]=2)[C:16]=1[CH2:43][CH2:44][O:45][CH3:46])[CH3:14], predict the reactants needed to synthesize it. The reactants are: C(Cl)(=O)OC.C(N(CC)CC)C.[CH2:13]([C:15]1[C:20]([O:21]C(OC)=O)=[CH:19][C:18]([O:26]C(OC)=O)=[C:17]([C:31]2[CH:36]=[CH:35][CH:34]=[C:33]([C:37]3[CH:42]=[CH:41][CH:40]=[CH:39][CH:38]=3)[CH:32]=2)[C:16]=1[CH2:43][CH2:44][O:45][CH3:46])[CH3:14].[BH4-].[Na+].N. (9) Given the product [C:1]([O-:20])(=[O:19])[CH2:2][CH2:3][CH2:4][CH2:5][CH2:6][CH2:7][CH2:8][CH2:9][CH2:10][CH2:11][CH2:12][CH2:13][CH2:14][CH2:15][CH2:16][CH2:17][CH3:18].[Ag+:26], predict the reactants needed to synthesize it. The reactants are: [C:1]([O-:20])(=[O:19])[CH2:2][CH2:3][CH2:4][CH2:5][CH2:6][CH2:7][CH2:8][CH2:9][CH2:10][CH2:11][CH2:12][CH2:13][CH2:14][CH2:15][CH2:16][CH2:17][CH3:18].[Na+].[N+]([O-])([O-])=O.[Ag+:26].